From a dataset of Catalyst prediction with 721,799 reactions and 888 catalyst types from USPTO. Predict which catalyst facilitates the given reaction. (1) Reactant: [CH3:1][NH:2][C:3]1[N:8]=[C:7]([O:9][C:10]2[CH:15]=[CH:14][C:13]([OH:16])=[C:12]([N+:17]([O-])=O)[CH:11]=2)[CH:6]=[CH:5][N:4]=1. Product: [NH2:17][C:12]1[CH:11]=[C:10]([O:9][C:7]2[CH:6]=[CH:5][N:4]=[C:3]([NH:2][CH3:1])[N:8]=2)[CH:15]=[CH:14][C:13]=1[OH:16]. The catalyst class is: 191. (2) Product: [NH2:10][C:11]1[N:12]([C:17]2[C:26]3[C:21](=[CH:22][CH:23]=[CH:24][CH:25]=3)[C:20]([CH:27]3[CH2:29][CH2:28]3)=[CH:19][CH:18]=2)[C:13]([S:16][C:2]([CH3:9])([CH3:8])[C:3]([O:5][CH2:6][CH3:7])=[O:4])=[N:14][N:15]=1. The catalyst class is: 3. Reactant: Br[C:2]([CH3:9])([CH3:8])[C:3]([O:5][CH2:6][CH3:7])=[O:4].[NH2:10][C:11]1[N:12]([C:17]2[C:26]3[C:21](=[CH:22][CH:23]=[CH:24][CH:25]=3)[C:20]([CH:27]3[CH2:29][CH2:28]3)=[CH:19][CH:18]=2)[C:13]([SH:16])=[N:14][N:15]=1.[I-].[K+]. (3) Reactant: Cl[C:2]1[N:7]=[CH:6][C:5]([C:8]2[N:9]=[C:10]([CH2:13][CH2:14][CH2:15][CH2:16][NH2:17])[NH:11][CH:12]=2)=[CH:4][CH:3]=1.[O-:18][CH2:19][CH3:20].[Na+]. Product: [CH2:19]([O:18][C:2]1[N:7]=[CH:6][C:5]([C:8]2[N:9]=[C:10]([CH2:13][CH2:14][CH2:15][CH2:16][NH2:17])[NH:11][CH:12]=2)=[CH:4][CH:3]=1)[CH3:20]. The catalyst class is: 8. (4) Reactant: [NH2:1][C:2]1[C:11]2[N:12]=[CH:13][N:14]([CH2:15][CH2:16][CH2:17][CH2:18][OH:19])[C:10]=2[C:9]2[CH2:8][CH2:7][CH2:6][CH2:5][C:4]=2[N:3]=1.C1(P(C2C=CC=CC=2)C2C=CC=CC=2)C=CC=CC=1.O[N:40]1[C:44](=[O:45])[C:43]2=[CH:46][CH:47]=[CH:48][CH:49]=[C:42]2[C:41]1=[O:50].N(C(OC(C)C)=O)=NC(OC(C)C)=O. Product: [NH2:1][C:2]1[C:11]2[N:12]=[CH:13][N:14]([CH2:15][CH2:16][CH2:17][CH2:18][O:19][N:40]3[C:44](=[O:45])[C:43]4[C:42](=[CH:49][CH:48]=[CH:47][CH:46]=4)[C:41]3=[O:50])[C:10]=2[C:9]2[CH2:8][CH2:7][CH2:6][CH2:5][C:4]=2[N:3]=1. The catalyst class is: 7. (5) Reactant: Cl.[CH3:2][C:3]1([CH3:21])[C:7]([CH3:9])([CH3:8])[O:6][B:5]([C:10]2[CH:11]=[CH:12][C:13]3[O:19][CH2:18][CH2:17][NH:16][CH2:15][C:14]=3[CH:20]=2)[O:4]1.CCN(C(C)C)C(C)C.Cl[C:32]1[C:37]([CH2:38][C:39]2[CH:44]=[CH:43][C:42]([F:45])=[CH:41][CH:40]=2)=[C:36]([CH3:46])[N:35]=[CH:34][N:33]=1. Product: [F:45][C:42]1[CH:41]=[CH:40][C:39]([CH2:38][C:37]2[C:32]([N:16]3[CH2:15][C:14]4[CH:20]=[C:10]([B:5]5[O:4][C:3]([CH3:21])([CH3:2])[C:7]([CH3:8])([CH3:9])[O:6]5)[CH:11]=[CH:12][C:13]=4[O:19][CH2:18][CH2:17]3)=[N:33][CH:34]=[N:35][C:36]=2[CH3:46])=[CH:44][CH:43]=1. The catalyst class is: 37. (6) Reactant: [NH2:1][C:2]1[C:6]2[C:7](Cl)=[N:8][C:9]([NH:11][C:12]([NH:14][C@@H:15]([C:17]3[CH:22]=[CH:21][CH:20]=[CH:19][CH:18]=3)[CH3:16])=[O:13])=[CH:10][C:5]=2[NH:4][N:3]=1.[CH3:24][O-:25].[Na+].Cl. The catalyst class is: 5. Product: [NH2:1][C:2]1[C:6]2[C:7]([O:25][CH3:24])=[N:8][C:9]([NH:11][C:12]([NH:14][C@@H:15]([C:17]3[CH:22]=[CH:21][CH:20]=[CH:19][CH:18]=3)[CH3:16])=[O:13])=[CH:10][C:5]=2[NH:4][N:3]=1. (7) Reactant: [H-].[Na+].[O:3]=[C:4]1[N:9]([CH2:10][C:11]2[NH:15][N:14]=[N:13][N:12]=2)[C:8]2[CH:16]=[C:17]([C:19]3[CH:24]=[CH:23][CH:22]=[CH:21][CH:20]=3)[S:18][C:7]=2[C:6](=[O:25])[N:5]1[CH:26]1[CH2:31][CH2:30][N:29]([C:32]([O:34][C:35]([CH3:38])([CH3:37])[CH3:36])=[O:33])[CH2:28][CH2:27]1.[CH3:39][O:40][CH2:41]Cl. Product: [CH3:39][O:40][CH2:41][N:13]1[N:14]=[N:15][C:11]([CH2:10][N:9]2[C:8]3[CH:16]=[C:17]([C:19]4[CH:20]=[CH:21][CH:22]=[CH:23][CH:24]=4)[S:18][C:7]=3[C:6](=[O:25])[N:5]([CH:26]3[CH2:27][CH2:28][N:29]([C:32]([O:34][C:35]([CH3:38])([CH3:37])[CH3:36])=[O:33])[CH2:30][CH2:31]3)[C:4]2=[O:3])=[N:12]1. The catalyst class is: 118.